This data is from Full USPTO retrosynthesis dataset with 1.9M reactions from patents (1976-2016). The task is: Predict the reactants needed to synthesize the given product. Given the product [CH2:9]([NH:8][C:6]1[C:5]([CH2:13][C:14]2[CH:19]=[CH:18][C:17]([CH2:20][Cl:27])=[CH:16][C:15]=2[O:22][CH3:23])=[C:4]([CH3:24])[N:3]=[C:2]([NH2:1])[N:7]=1)[CH2:10][CH2:11][CH3:12], predict the reactants needed to synthesize it. The reactants are: [NH2:1][C:2]1[N:7]=[C:6]([NH:8][CH2:9][CH2:10][CH2:11][CH3:12])[C:5]([CH2:13][C:14]2[CH:19]=[CH:18][C:17]([CH2:20]O)=[CH:16][C:15]=2[O:22][CH3:23])=[C:4]([CH3:24])[N:3]=1.O=S(Cl)[Cl:27].C([O-])(O)=O.[Na+].